Dataset: Reaction yield outcomes from USPTO patents with 853,638 reactions. Task: Predict the reaction yield, written as a fraction of the theoretical maximum amount of product (1.0 means a 100% yield; for example, 0.34 means a 34% yield). (1) The reactants are C1C(=O)N([Br:8])C(=O)C1.C(OOC(=O)C1C=CC=CC=1)(=O)C1C=CC=CC=1.[CH3:27][C:28]1[CH:37]=[CH:36][CH:35]=[C:34]([CH3:38])[C:29]=1[C:30]([O:32][CH3:33])=[O:31]. No catalyst specified. The product is [Br:8][CH2:27][C:28]1[CH:37]=[CH:36][CH:35]=[C:34]([CH3:38])[C:29]=1[C:30]([O:32][CH3:33])=[O:31]. The yield is 0.320. (2) The reactants are [CH2:1]([C:3]1[NH:4][C:5](=[O:27])[C:6]([CH2:12][C:13]2[CH:18]=[CH:17][C:16]([C:19]3[C:20]([C:25]#[N:26])=[CH:21][CH:22]=[CH:23][CH:24]=3)=[CH:15][CH:14]=2)=[C:7]([CH2:9][CH2:10][CH3:11])[N:8]=1)[CH3:2].[C:28]([C:31]1[CH:32]=[C:33](B(O)O)[CH:34]=[CH:35][CH:36]=1)(=[O:30])[CH3:29].C(N(CC)CC)C.N1C=CC=CC=1. The catalyst is ClCCl.C(OCC)(=O)C.C([O-])(=O)C.[Cu+2].C([O-])(=O)C. The product is [C:28]([C:31]1[CH:36]=[C:35]([N:4]2[C:5](=[O:27])[C:6]([CH2:12][C:13]3[CH:18]=[CH:17][C:16]([C:19]4[C:20]([C:25]#[N:26])=[CH:21][CH:22]=[CH:23][CH:24]=4)=[CH:15][CH:14]=3)=[C:7]([CH2:9][CH2:10][CH3:11])[N:8]=[C:3]2[CH2:1][CH3:2])[CH:34]=[CH:33][CH:32]=1)(=[O:30])[CH3:29]. The yield is 0.470. (3) The reactants are C[O-].[Na+].C([O:12][CH2:13][C@:14]1([O:48][CH2:47][C@@H:37]([O:38]C(=O)C2C=CC=CC=2)[C@@H:27]([O:28]C(=O)C2C=CC=CC=2)[C@@H:17]1[O:18]C(=O)C1C=CC=CC=1)[O:15][CH3:16])(=O)C1C=CC=CC=1. The catalyst is CO. The product is [CH3:16][O:15][C@@:14]1([O:48][CH2:47][C@@H:37]([OH:38])[C@@H:27]([OH:28])[C@@H:17]1[OH:18])[CH2:13][OH:12]. The yield is 0.810. (4) The yield is 0.480. The product is [Cl:20][C:17]1[CH:16]=[C:15]2[C:14](=[CH:19][CH:18]=1)[N:13]=[C:9]([CH3:10])[C:8]([C:7]([N:1]1[CH2:6][CH2:5][CH2:4][CH2:3][CH2:2]1)=[O:12])=[C:21]2[C:22]1[CH:24]=[CH:29][CH:28]=[CH:27][CH:26]=1. The catalyst is C(O)C. The reactants are [N:1]1([C:7](=[O:12])[CH2:8][C:9](=O)[CH3:10])[CH2:6][CH2:5][CH2:4][CH2:3][CH2:2]1.[NH2:13][C:14]1[CH:19]=[CH:18][C:17]([Cl:20])=[CH:16][C:15]=1[CH2:21][C:22]([C:24]1[CH:29]=[CH:28][CH:27]=[CH:26]C=1)=O.[O-]S(C(F)(F)F)(=O)=O.[Yb+3].[O-]S(C(F)(F)F)(=O)=O.[O-]S(C(F)(F)F)(=O)=O. (5) The reactants are C[O:2][C:3](=[O:21])[C:4]1[C:5](=[C:10]([NH:14][C:15]2[CH:20]=[CH:19][CH:18]=[CH:17][CH:16]=2)[CH:11]=[CH:12][CH:13]=1)[C:6]([O:8]C)=[O:7].[OH-].[Na+]. The catalyst is C(O)C. The product is [C:15]1([NH:14][C:10]2[CH:11]=[CH:12][CH:13]=[C:4]([C:3]([OH:21])=[O:2])[C:5]=2[C:6]([OH:8])=[O:7])[CH:16]=[CH:17][CH:18]=[CH:19][CH:20]=1. The yield is 0.970. (6) The product is [CH3:15][C:16]1[O:17][C:18]([C:2]2[N:7]=[C:6]([NH2:8])[CH:5]=[N:4][C:3]=2[C:9]2[CH:10]=[CH:11][CH:21]=[CH:13][CH:14]=2)=[CH:19][CH:20]=1. The reactants are Cl[C:2]1[N:7]=[C:6]([NH2:8])[CH:5]=[N:4][C:3]=1[C:9]1[CH:14]=[CH:13]N=[CH:11][CH:10]=1.[CH3:15][C:16]1[O:17][CH:18]=[CH:19][CH:20]=1.[C:21]([O-])(=O)C.[K+]. The yield is 0.120. The catalyst is C1C=CC([P]([Pd]([P](C2C=CC=CC=2)(C2C=CC=CC=2)C2C=CC=CC=2)([P](C2C=CC=CC=2)(C2C=CC=CC=2)C2C=CC=CC=2)[P](C2C=CC=CC=2)(C2C=CC=CC=2)C2C=CC=CC=2)(C2C=CC=CC=2)C2C=CC=CC=2)=CC=1.CN(C)C(=O)C. (7) The reactants are [I:1][C:2]1[C@H:3]([CH2:15][NH:16]C(=O)OC(C)(C)C)[O:4][B:5]2[C:14]3[C:13]=1[CH:12]=[CH:11][O:10][CH2:9][C:8]=3[CH2:7][O:6]2.C(O)(C(F)(F)F)=O.C(Cl)[Cl:32]. No catalyst specified. The product is [ClH:32].[I:1][C:2]1[C@H:3]([CH2:15][NH2:16])[O:4][B:5]2[C:14]3[C:13]=1[CH:12]=[CH:11][O:10][CH2:9][C:8]=3[CH2:7][O:6]2. The yield is 0.750. (8) The reactants are Cl.[Cl:2][C:3]1[C:4]([CH3:18])=[N:5][N:6]([C:9]2[CH:14]=[CH:13][C:12]([N+:15]([O-])=O)=[CH:11][CH:10]=2)[C:7]=1[CH3:8].NN. The catalyst is CO. The product is [Cl:2][C:3]1[C:4]([CH3:18])=[N:5][N:6]([C:9]2[CH:14]=[CH:13][C:12]([NH2:15])=[CH:11][CH:10]=2)[C:7]=1[CH3:8]. The yield is 0.910. (9) The reactants are [F:1][C:2]1[CH:7]=[CH:6][C:5]([CH:8]([C:12]2[CH:17]=[C:16]([O:18][C:19]([F:24])([F:23])[CH:20]([F:22])[F:21])[CH:15]=[C:14]([F:25])[CH:13]=2)[NH:9][CH:10]=O)=[CH:4][C:3]=1[O:26][CH:27]([CH3:29])[CH3:28].CCN(CC)CC.P(Cl)(Cl)(Cl)=O. The catalyst is C1COCC1. The product is [F:1][C:2]1[CH:7]=[CH:6][C:5]([CH:8]([C:12]2[CH:17]=[C:16]([O:18][C:19]([F:23])([F:24])[CH:20]([F:22])[F:21])[CH:15]=[C:14]([F:25])[CH:13]=2)[N+:9]#[C-:10])=[CH:4][C:3]=1[O:26][CH:27]([CH3:29])[CH3:28]. The yield is 0.670. (10) The reactants are C([O:8][C:9]1[CH:14]=[CH:13][C:12]([N:15]([C:20]2[C:39]([CH:40]3[CH2:42][CH2:41]3)=[CH:38][C:23]3[C:24]([C:34]([NH:36][CH3:37])=[O:35])=[C:25]([C:27]4[CH:32]=[CH:31][C:30]([F:33])=[CH:29][CH:28]=4)[O:26][C:22]=3[CH:21]=2)[S:16]([CH3:19])(=[O:18])=[O:17])=[CH:11][CH:10]=1)C1C=CC=CC=1. The catalyst is [Pd].C1COCC1.CCO. The product is [CH:40]1([C:39]2[C:20]([N:15]([C:12]3[CH:11]=[CH:10][C:9]([OH:8])=[CH:14][CH:13]=3)[S:16]([CH3:19])(=[O:18])=[O:17])=[CH:21][C:22]3[O:26][C:25]([C:27]4[CH:32]=[CH:31][C:30]([F:33])=[CH:29][CH:28]=4)=[C:24]([C:34]([NH:36][CH3:37])=[O:35])[C:23]=3[CH:38]=2)[CH2:42][CH2:41]1. The yield is 0.980.